Task: Predict the reaction yield, written as a fraction of the theoretical maximum amount of product (1.0 means a 100% yield; for example, 0.34 means a 34% yield).. Dataset: Reaction yield outcomes from USPTO patents with 853,638 reactions (1) The reactants are [CH2:1]([O:3][C:4]1[CH:5]=[CH:6][C:7]([O:17][CH2:18][C:19]2[CH:24]=[CH:23][C:22]([O:25][CH2:26][C:27]3[N:28]=[C:29]([C:33]4[CH:38]=[CH:37][CH:36]=[CH:35][CH:34]=4)[O:30][C:31]=3[CH3:32])=[CH:21][CH:20]=2)=[C:8]([CH2:10][CH2:11][C:12]([O:14]CC)=[O:13])[CH:9]=1)[CH3:2].O1CCCC1.[OH-].[Na+].Cl. The catalyst is O.C(O)C. The product is [CH2:1]([O:3][C:4]1[CH:5]=[CH:6][C:7]([O:17][CH2:18][C:19]2[CH:24]=[CH:23][C:22]([O:25][CH2:26][C:27]3[N:28]=[C:29]([C:33]4[CH:34]=[CH:35][CH:36]=[CH:37][CH:38]=4)[O:30][C:31]=3[CH3:32])=[CH:21][CH:20]=2)=[C:8]([CH2:10][CH2:11][C:12]([OH:14])=[O:13])[CH:9]=1)[CH3:2]. The yield is 0.780. (2) The reactants are Cl.O1CCOCC1.C(OC([NH:15][CH2:16][C@H:17]([C:21]1[CH:26]=[CH:25][C:24]([Cl:27])=[CH:23][CH:22]=1)[C:18]([OH:20])=[O:19])=O)(C)(C)C.O1CCOCC1. The catalyst is C(Cl)Cl. The product is [ClH:27].[NH2:15][CH2:16][C@H:17]([C:21]1[CH:22]=[CH:23][C:24]([Cl:27])=[CH:25][CH:26]=1)[C:18]([OH:20])=[O:19]. The yield is 0.768. (3) The reactants are [H-].[Na+].[Br:3][C:4]1[C:5]([NH:10][C:11](=[O:13])[CH3:12])=[N:6][CH:7]=[CH:8][CH:9]=1.[H][H].[S:16]1[CH:20]=[CH:19][C:18]([C:21](Cl)=[O:22])=[CH:17]1. The catalyst is C1COCC1. The product is [C:11]([N:10]([C:5]1[C:4]([Br:3])=[CH:9][CH:8]=[CH:7][N:6]=1)[C:21]([C:18]1[CH:19]=[CH:20][S:16][CH:17]=1)=[O:22])(=[O:13])[CH3:12]. The yield is 0.720. (4) The reactants are [BH4-].[Na+].Cl[C:4]1([C:14]([O:16][C:17]([CH3:20])([CH3:19])[CH3:18])=[O:15])[CH2:6][CH:5]1[C:7]([O:9][C:10]([CH3:13])([CH3:12])[CH3:11])=[O:8]. The catalyst is CN(C)C(=O)C.O.O.O.O.O.O.[Co](Cl)Cl. The product is [CH:5]1([C:7]([O:9][C:10]([CH3:13])([CH3:12])[CH3:11])=[O:8])[CH2:6][CH:4]1[C:14]([O:16][C:17]([CH3:18])([CH3:19])[CH3:20])=[O:15]. The yield is 0.960. (5) The reactants are C[O:2][C:3](=[O:17])[C:4]1[CH:9]=[C:8]([C:10](=[O:14])[CH:11]([CH3:13])[CH3:12])[CH:7]=[CH:6][C:5]=1[O:15][CH3:16].[OH-].[Na+].Cl. The catalyst is CO. The product is [C:10]([C:8]1[CH:7]=[CH:6][C:5]([O:15][CH3:16])=[C:4]([CH:9]=1)[C:3]([OH:17])=[O:2])(=[O:14])[CH:11]([CH3:13])[CH3:12]. The yield is 1.00.